Dataset: Full USPTO retrosynthesis dataset with 1.9M reactions from patents (1976-2016). Task: Predict the reactants needed to synthesize the given product. (1) Given the product [F:24][C:23]1[C:16]2[N:15]=[C:14]([CH2:10][CH2:11][C:12]#[C:13][C:2]3[CH:7]=[CH:6][CH:5]=[C:4]([CH2:8][F:9])[N:3]=3)[N:18]([CH3:19])[C:17]=2[CH:20]=[C:21]([F:25])[CH:22]=1, predict the reactants needed to synthesize it. The reactants are: Br[C:2]1[CH:7]=[CH:6][CH:5]=[C:4]([CH2:8][F:9])[N:3]=1.[CH2:10]([C:14]1[N:18]([CH3:19])[C:17]2[CH:20]=[C:21]([F:25])[CH:22]=[C:23]([F:24])[C:16]=2[N:15]=1)[CH2:11][C:12]#[CH:13]. (2) Given the product [CH2:1]([CH:2]1[CH2:7][CH2:6][CH2:5][CH2:4][C:3]1=[O:8])[CH3:9], predict the reactants needed to synthesize it. The reactants are: [CH3:1][C:2]1[C:3](=[O:8])[CH2:4][CH2:5][CH2:6][CH:7]=1.[CH3:9]C1CCCCC1=O.BrN1C(=O)CCC1=O.[Li+].[Br-]. (3) Given the product [CH2:1]([O:4][N:5]1[C:11](=[O:12])[N:10]2[CH2:13][C@H:6]1[C:7]([CH:17]([CH3:19])[CH3:18])=[CH:8][C@H:9]2[C:14]#[N:16])[CH:2]=[CH2:3], predict the reactants needed to synthesize it. The reactants are: [CH2:1]([O:4][N:5]1[C:11](=[O:12])[N:10]2[CH2:13][CH:6]1[C:7]([CH:17]([CH3:19])[CH3:18])=[CH:8][CH:9]2[C:14]([NH2:16])=O)[CH:2]=[CH2:3].C(ON1C(=O)N2C[C@H]1C(C(C)C)=C[C@H]2C(N)=O)C=C.C(ON1C(=O)N2C[C@H]1C(C)=C[C@H]2C#N)C=C. (4) Given the product [I:1][C:2]1[N:3]=[CH:4][N:5]([C:12]2[CH:11]=[CH:10][CH:9]=[C:8]([Cl:7])[CH:13]=2)[CH:6]=1, predict the reactants needed to synthesize it. The reactants are: [I:1][C:2]1[N:3]=[CH:4][NH:5][CH:6]=1.[Cl:7][C:8]1[CH:9]=[C:10](B(O)O)[CH:11]=[CH:12][CH:13]=1. (5) Given the product [OH:45][C@H:42]([C:39]1[CH:40]=[CH:41][C:36]([OH:35])=[C:37]([NH:46][S:47]([CH3:50])(=[O:49])=[O:48])[CH:38]=1)[CH2:43][NH:44][CH:2]1[CH2:7][CH2:6][N:5]([C:8]2[CH:9]=[CH:10][C:11]([NH:14][S:15]([C:18]3[CH:23]=[CH:22][C:21]([NH:24][C:25](=[O:27])[CH3:26])=[CH:20][CH:19]=3)(=[O:16])=[O:17])=[CH:12][CH:13]=2)[CH2:4][CH2:3]1, predict the reactants needed to synthesize it. The reactants are: O=[C:2]1[CH2:7][CH2:6][N:5]([C:8]2[CH:13]=[CH:12][C:11]([NH:14][S:15]([C:18]3[CH:23]=[CH:22][C:21]([NH:24][C:25](=[O:27])[CH3:26])=[CH:20][CH:19]=3)(=[O:17])=[O:16])=[CH:10][CH:9]=2)[CH2:4][CH2:3]1.C([O:35][C:36]1[CH:41]=[CH:40][C:39]([C@@H:42]([OH:45])[CH2:43][NH2:44])=[CH:38][C:37]=1[NH:46][S:47]([CH3:50])(=[O:49])=[O:48])C1C=CC=CC=1. (6) The reactants are: [OH:1][C:2]1[CH:11]=[C:10]2[C:5]([C:6](=[O:12])[CH2:7][CH2:8][O:9]2)=[CH:4][CH:3]=1.[C:13]([Si:17](Cl)([C:24]1[CH:29]=[CH:28][CH:27]=[CH:26][CH:25]=1)[C:18]1[CH:23]=[CH:22][CH:21]=[CH:20][CH:19]=1)([CH3:16])([CH3:15])[CH3:14].N1C=CN=C1.O. Given the product [Si:17]([O:1][C:2]1[CH:11]=[C:10]2[C:5]([C:6](=[O:12])[CH2:7][CH2:8][O:9]2)=[CH:4][CH:3]=1)([C:13]([CH3:16])([CH3:15])[CH3:14])([C:24]1[CH:25]=[CH:26][CH:27]=[CH:28][CH:29]=1)[C:18]1[CH:23]=[CH:22][CH:21]=[CH:20][CH:19]=1, predict the reactants needed to synthesize it. (7) Given the product [F:23][C:2]([F:1])([C:17]1[CH:22]=[CH:21][CH:20]=[CH:19][CH:18]=1)[CH2:3][NH:4][C:5]1[C:6]([F:16])=[C:7]([CH2:12][C:13]([NH:60][CH2:61][C:62]2[C:67]([CH3:68])=[N:66][C:65]([NH:69][C:70]([O:72][C:73]([CH3:75])([CH3:74])[CH3:76])=[O:71])=[CH:64][C:63]=2[CH3:77])=[O:15])[C:8]([Cl:11])=[CH:9][CH:10]=1, predict the reactants needed to synthesize it. The reactants are: [F:1][C:2]([F:23])([C:17]1[CH:22]=[CH:21][CH:20]=[CH:19][CH:18]=1)[CH2:3][NH:4][C:5]1[C:6]([F:16])=[C:7]([CH2:12][C:13]([OH:15])=O)[C:8]([Cl:11])=[CH:9][CH:10]=1.F[P-](F)(F)(F)(F)F.N1(O[P+](N(C)C)(N(C)C)N(C)C)C2C=CC=CC=2N=N1.CCN(C(C)C)C(C)C.[NH2:60][CH2:61][C:62]1[C:63]([CH3:77])=[CH:64][C:65]([NH:69][C:70]([O:72][C:73]([CH3:76])([CH3:75])[CH3:74])=[O:71])=[N:66][C:67]=1[CH3:68]. (8) Given the product [F:27][C:24]1[CH:25]=[CH:26][C:21]([N:4]2[C:5]3=[C:6]4[C:11](=[C:12]([C:15]5[CH:16]=[N:17][CH:18]=[CH:19][CH:20]=5)[CH:13]=[C:14]3[C:2]([NH:1][CH:41]3[CH2:42][CH2:43][N:38]([C:36]([O:35][CH2:28][C:29]5[CH:30]=[CH:31][CH:32]=[CH:33][CH:34]=5)=[O:37])[CH2:39][CH2:40]3)=[N:3]2)[CH:10]=[N:9][CH:8]=[CH:7]4)=[CH:22][CH:23]=1, predict the reactants needed to synthesize it. The reactants are: [NH2:1][C:2]1[C:14]2[C:5](=[C:6]3[C:11](=[C:12]([C:15]4[CH:16]=[N:17][CH:18]=[CH:19][CH:20]=4)[CH:13]=2)[CH:10]=[N:9][CH:8]=[CH:7]3)[N:4]([C:21]2[CH:26]=[CH:25][C:24]([F:27])=[CH:23][CH:22]=2)[N:3]=1.[CH2:28]([O:35][C:36]([N:38]1[CH2:43][CH2:42][C:41](=O)[CH2:40][CH2:39]1)=[O:37])[C:29]1[CH:34]=[CH:33][CH:32]=[CH:31][CH:30]=1. (9) The reactants are: [CH3:1][O:2][C:3]([CH:5]1[CH2:14][C:13]2[N:12]=[C:11]([C:15]([F:18])([F:17])[F:16])[CH:10]=[CH:9][C:8]=2[C:7](=[O:19])[CH2:6]1)=[O:4].BrC(Cl)(Cl)Cl.N12CCCN=C1CCCCC2.CCCCCC. Given the product [CH3:1][O:2][C:3]([C:5]1[CH:14]=[C:13]2[C:8]([CH:9]=[CH:10][C:11]([C:15]([F:18])([F:16])[F:17])=[N:12]2)=[C:7]([OH:19])[CH:6]=1)=[O:4], predict the reactants needed to synthesize it. (10) Given the product [C:14]([C:18]1[C:19]([C:28]([F:29])([F:30])[F:31])=[C:20]([CH:24]=[CH:25][C:26]=1[O:11][CH2:10][CH2:9][O:8][CH2:1][C:2]1[CH:7]=[CH:6][CH:5]=[CH:4][CH:3]=1)[C:21]([OH:23])=[O:22])([CH3:17])([CH3:15])[CH3:16], predict the reactants needed to synthesize it. The reactants are: [CH2:1]([O:8][CH2:9][CH2:10][OH:11])[C:2]1[CH:7]=[CH:6][CH:5]=[CH:4][CH:3]=1.[H-].[Na+].[C:14]([C:18]1[C:19]([C:28]([F:31])([F:30])[F:29])=[C:20]([CH:24]=[CH:25][C:26]=1F)[C:21]([OH:23])=[O:22])([CH3:17])([CH3:16])[CH3:15].C(OCC)(=O)C.